The task is: Predict the reaction yield, written as a fraction of the theoretical maximum amount of product (1.0 means a 100% yield; for example, 0.34 means a 34% yield).. This data is from Reaction yield outcomes from USPTO patents with 853,638 reactions. (1) The reactants are [OH:1][C@@H:2]1[CH2:6][CH2:5][N:4]([C:7]([C:9]2[CH:14]=[CH:13][C:12]([O:15][C:16]([F:19])([F:18])[F:17])=[CH:11][CH:10]=2)=[O:8])[C@H:3]1[C:20]([NH:22][O:23]CC1C=CC=CC=1)=[O:21]. The catalyst is CCO.[OH-].[OH-].[Pd+2]. The product is [OH:1][C@@H:2]1[CH2:6][CH2:5][N:4]([C:7]([C:9]2[CH:14]=[CH:13][C:12]([O:15][C:16]([F:17])([F:18])[F:19])=[CH:11][CH:10]=2)=[O:8])[C@H:3]1[C:20]([NH:22][OH:23])=[O:21]. The yield is 0.800. (2) The reactants are [Br:1][C:2]1[CH:3]=[CH:4][C:5](/[CH:8]=[CH:9]/[C:10]([O:12][CH2:13][CH3:14])=[O:11])=[N:6][CH:7]=1.[BH4-].[Na+]. The catalyst is CO.Cl[Cu]. The product is [Br:1][C:2]1[CH:3]=[CH:4][C:5]([CH2:8][CH2:9][C:10]([O:12][CH2:13][CH3:14])=[O:11])=[N:6][CH:7]=1. The yield is 0.600. (3) The reactants are [NH2:1][C:2]1[CH:7]=[C:6]([F:8])[CH:5]=[CH:4][C:3]=1[SH:9].Br[CH2:11][C:12]1[CH:17]=[CH:16][CH:15]=[C:14]([N+:18]([O-:20])=[O:19])[CH:13]=1.C([O-])([O-])=O.[K+].[K+]. The catalyst is CN(C=O)C. The product is [F:8][C:6]1[CH:5]=[CH:4][C:3]([S:9][CH2:11][C:12]2[CH:17]=[CH:16][CH:15]=[C:14]([N+:18]([O-:20])=[O:19])[CH:13]=2)=[C:2]([CH:7]=1)[NH2:1]. The yield is 0.970. (4) The yield is 0.746. The reactants are [NH2:1][C:2]([C:18]1[CH:23]=[CH:22][CH:21]=[C:20]([CH3:24])[N:19]=1)=[N:3][NH:4][C:5]([CH:7]1[CH2:10][N:9]([C:11]([O:13][C:14]([CH3:17])([CH3:16])[CH3:15])=[O:12])[CH2:8]1)=O. The product is [CH3:24][C:20]1[N:19]=[C:18]([C:2]2[N:1]=[C:5]([CH:7]3[CH2:10][N:9]([C:11]([O:13][C:14]([CH3:17])([CH3:16])[CH3:15])=[O:12])[CH2:8]3)[NH:4][N:3]=2)[CH:23]=[CH:22][CH:21]=1. The catalyst is C(O)C.